Task: Predict the reactants needed to synthesize the given product.. Dataset: Full USPTO retrosynthesis dataset with 1.9M reactions from patents (1976-2016) (1) The reactants are: I[C:2]1[CH:3]=[N:4][CH:5]=[CH:6][CH:7]=1.[CH3:8][C:9]1[N:10]([N:15]=C(CC(C)C)C)[C:11](=[O:14])[NH:12][N:13]=1.[C:22](=O)([O-])[O-].[K+].[K+].N1CC(=O)NN=1.N. Given the product [NH2:15][N:10]1[C:9]([CH2:8][CH3:22])=[N:13][N:12]([C:2]2[CH:3]=[N:4][CH:5]=[CH:6][CH:7]=2)[C:11]1=[O:14], predict the reactants needed to synthesize it. (2) Given the product [ClH:24].[O:1]1[CH2:2][CH2:3][N:4]([C:7]2[N:23]=[C:10]3[CH:11]=[C:12]([NH2:15])[CH:13]=[CH:14][N:9]3[N:8]=2)[CH2:5][CH2:6]1, predict the reactants needed to synthesize it. The reactants are: [O:1]1[CH2:6][CH2:5][N:4]([C:7]2[N:23]=[C:10]3[CH:11]=[C:12]([NH:15]C(=O)OC(C)(C)C)[CH:13]=[CH:14][N:9]3[N:8]=2)[CH2:3][CH2:2]1.[ClH:24]. (3) The reactants are: [C:1]1([NH2:8])[C:2]([NH2:7])=[CH:3][CH:4]=[CH:5][CH:6]=1.[C:9](=S)=[S:10]. Given the product [NH:7]1[C:2]2[CH:3]=[CH:4][CH:5]=[CH:6][C:1]=2[N:8]=[C:9]1[SH:10], predict the reactants needed to synthesize it.